From a dataset of Full USPTO retrosynthesis dataset with 1.9M reactions from patents (1976-2016). Predict the reactants needed to synthesize the given product. Given the product [N+:1]([C:4]1[CH:5]=[CH:6][C:7]2[O:12][C@:11]([CH3:18])([CH:13]([O:16][CH3:17])[O:14][CH3:15])[C@@H:10]([OH:19])[C@H:9]([N:30]([C:25]3[CH:26]=[CH:27][CH:28]=[CH:29][C:24]=3[CH:21]([CH3:23])[CH3:22])[CH2:31][C:32]3[NH:36][CH:35]=[CH:34][N:33]=3)[C:8]=2[CH:20]=1)([O-:3])=[O:2], predict the reactants needed to synthesize it. The reactants are: [N+:1]([C:4]1[CH:5]=[CH:6][C:7]2[O:12][C@:11]([CH3:18])([CH:13]([O:16][CH3:17])[O:14][CH3:15])[C@H:10]3[O:19][C@H:9]3[C:8]=2[CH:20]=1)([O-:3])=[O:2].[CH:21]([C:24]1[CH:29]=[CH:28][CH:27]=[CH:26][C:25]=1[NH:30][CH2:31][C:32]1[NH:33][CH:34]=[CH:35][N:36]=1)([CH3:23])[CH3:22].